Dataset: Forward reaction prediction with 1.9M reactions from USPTO patents (1976-2016). Task: Predict the product of the given reaction. (1) Given the reactants [Cl:1][C:2]1[C:10]([C:11]2([C:14]#[N:15])[CH2:13][CH2:12]2)=[CH:9][CH:8]=[CH:7][C:3]=1[C:4]([OH:6])=O.CN(C)C=O.[NH2:21][C:22]1[CH:23]=[C:24]([CH:41]=[CH:42][C:43]=1[F:44])[O:25][C:26]1[N:31]=[C:30]2[S:32][C:33]([NH:35][C:36]([CH:38]3[CH2:40][CH2:39]3)=[O:37])=[N:34][C:29]2=[CH:28][CH:27]=1.O, predict the reaction product. The product is: [Cl:1][C:2]1[C:10]([C:11]2([C:14]#[N:15])[CH2:13][CH2:12]2)=[CH:9][CH:8]=[CH:7][C:3]=1[C:4]([NH:21][C:22]1[CH:23]=[C:24]([O:25][C:26]2[N:31]=[C:30]3[S:32][C:33]([NH:35][C:36]([CH:38]4[CH2:40][CH2:39]4)=[O:37])=[N:34][C:29]3=[CH:28][CH:27]=2)[CH:41]=[CH:42][C:43]=1[F:44])=[O:6]. (2) The product is: [CH3:31][N:32]([CH3:33])[CH2:34][CH2:35][O:28][C:25]1[CH:24]=[CH:23][C:22]([N:19]2[CH2:18][CH2:17][N:16]([CH2:15][C:5]3[N:4]([CH2:3][C:2]([CH3:30])([CH3:29])[CH3:1])[C:8]4[N:9]=[C:10]([C:13]#[N:14])[N:11]=[CH:12][C:7]=4[CH:6]=3)[CH2:21][CH2:20]2)=[CH:27][CH:26]=1. Given the reactants [CH3:1][C:2]([CH3:30])([CH3:29])[CH2:3][N:4]1[C:8]2[N:9]=[C:10]([C:13]#[N:14])[N:11]=[CH:12][C:7]=2[CH:6]=[C:5]1[CH2:15][N:16]1[CH2:21][CH2:20][N:19]([C:22]2[CH:27]=[CH:26][C:25]([OH:28])=[CH:24][CH:23]=2)[CH2:18][CH2:17]1.[CH3:31][N:32]([CH2:34][CH3:35])[CH3:33].Cl.C(=O)([O-])[O-].[K+].[K+], predict the reaction product. (3) The product is: [ClH:1].[S:12]1[CH:16]=[CH:15][C:14]2[C:17]([N:21]3[CH2:22][CH2:23][N:24]([CH2:27][CH2:28][CH2:29][O:30][C:4]4[CH:3]=[CH:2][C:11]5[C:6](=[CH:7][CH:8]=[CH:9][CH:10]=5)[N:5]=4)[CH2:25][CH2:26]3)=[CH:18][CH:19]=[CH:20][C:13]1=2. Given the reactants [Cl:1][C:2]1[C:11]2[C:6](=[CH:7][CH:8]=[CH:9][CH:10]=2)[N:5]=[CH:4][CH:3]=1.[S:12]1[CH:16]=[CH:15][C:14]2[C:17]([N:21]3[CH2:26][CH2:25][N:24]([CH2:27][CH2:28][CH2:29][OH:30])[CH2:23][CH2:22]3)=[CH:18][CH:19]=[CH:20][C:13]1=2.C(=O)([O-])[O-].[K+].[K+].CN(C)C=O, predict the reaction product.